From a dataset of Forward reaction prediction with 1.9M reactions from USPTO patents (1976-2016). Predict the product of the given reaction. (1) Given the reactants [CH2:1]([CH:3]([CH2:7][CH2:8][CH2:9][CH3:10])[C:4](Cl)=[O:5])[CH3:2].[NH2:11][C:12]([NH2:14])=[O:13], predict the reaction product. The product is: [CH2:1]([CH:3]([CH2:7][CH2:8][CH2:9][CH3:10])[C:4]([NH:11][C:12]([NH2:14])=[O:13])=[O:5])[CH3:2]. (2) Given the reactants Br[C:2]1[C:7]([CH3:8])=[CH:6][CH:5]=[CH:4][C:3]=1[O:9][CH3:10].[C:11]([Cu])#[N:12].CN(C=O)C, predict the reaction product. The product is: [CH3:10][O:9][C:3]1[CH:4]=[CH:5][CH:6]=[C:7]([CH3:8])[C:2]=1[C:11]#[N:12]. (3) The product is: [N:17]1([CH2:16][CH2:15][O:1][C:2]2[CH:3]=[CH:4][C:5]([C:6]([O:8][CH2:9][CH3:10])=[O:7])=[CH:11][CH:12]=2)[CH2:22][CH2:21][CH2:20][CH2:19][CH2:18]1. Given the reactants [OH:1][C:2]1[CH:12]=[CH:11][C:5]([C:6]([O:8][CH2:9][CH3:10])=[O:7])=[CH:4][CH:3]=1.Cl.Cl[CH2:15][CH2:16][N:17]1[CH2:22][CH2:21][CH2:20][CH2:19][CH2:18]1.C(=O)([O-])[O-].[K+].[K+].C(C(C)=O)C, predict the reaction product. (4) Given the reactants [Cl:1][C:2]1[CH:3]=[N:4][CH:5]=[C:6]([Cl:8])[CH:7]=1.C([N-]C(C)C)(C)C.[Li+].[CH3:17][C:18]1([CH3:28])[CH2:27][N:21]2S(=O)(=O)O[CH2:24][C@H:20]2[CH2:19]1, predict the reaction product. The product is: [Cl:1][C:2]1[CH:3]=[N:4][CH:5]=[C:6]([Cl:8])[C:7]=1[CH2:24][C@H:20]1[CH2:19][C:18]([CH3:28])([CH3:17])[CH2:27][NH:21]1. (5) The product is: [Cl:43][C:44]1[CH:45]=[C:46]([C:51]2[O:55][C:54]([CH2:56][CH2:57][NH:58][C:8]([C:4]3[CH:5]=[C:6]([CH3:7])[N:2]([CH3:1])[N:3]=3)=[O:10])=[CH:53][CH:52]=2)[CH:47]=[CH:48][C:49]=1[Cl:50]. Given the reactants [CH3:1][N:2]1[C:6]([CH3:7])=[CH:5][C:4]([C:8]([OH:10])=O)=[N:3]1.CCN=C=NCCCN(C)C.Cl.C1C=CC2N(O)N=NC=2C=1.CCN(C(C)C)C(C)C.Cl.[Cl:43][C:44]1[CH:45]=[C:46]([C:51]2[O:55][C:54]([CH2:56][CH2:57][NH2:58])=[CH:53][CH:52]=2)[CH:47]=[CH:48][C:49]=1[Cl:50], predict the reaction product. (6) Given the reactants [Cl:1][C:2]1[CH:3]=[C:4]([C:9]#[CH:10])[C:5]([NH2:8])=[N:6][CH:7]=1.I[C:12]1[C:20]2[C:15](=[CH:16][C:17]([O:23][CH3:24])=[C:18]([O:21][CH3:22])[CH:19]=2)[N:14]([CH3:25])[CH:13]=1, predict the reaction product. The product is: [Cl:1][C:2]1[CH:3]=[C:4]([C:9]#[C:10][C:12]2[C:20]3[C:15](=[CH:16][C:17]([O:23][CH3:24])=[C:18]([O:21][CH3:22])[CH:19]=3)[N:14]([CH3:25])[CH:13]=2)[C:5]([NH2:8])=[N:6][CH:7]=1. (7) Given the reactants Br[C:2]1[N:3]([CH2:8][O:9][CH2:10][CH2:11][Si:12]([CH3:15])([CH3:14])[CH3:13])[CH:4]=[C:5]([Br:7])[N:6]=1.[Li]CCCC.CN([CH:24]=[O:25])C, predict the reaction product. The product is: [Br:7][C:5]1[N:6]=[C:2]([CH:24]=[O:25])[N:3]([CH2:8][O:9][CH2:10][CH2:11][Si:12]([CH3:15])([CH3:14])[CH3:13])[CH:4]=1. (8) Given the reactants [Br:1][C:2]1[CH:7]=[CH:6][C:5]([CH:8]2[CH2:13][CH2:12][NH:11][CH2:10][CH2:9]2)=[CH:4][CH:3]=1.C(N(CC)CC)C.[C:21](OC(=O)C)(=[O:23])[CH3:22], predict the reaction product. The product is: [Br:1][C:2]1[CH:7]=[CH:6][C:5]([CH:8]2[CH2:9][CH2:10][N:11]([C:21](=[O:23])[CH3:22])[CH2:12][CH2:13]2)=[CH:4][CH:3]=1. (9) The product is: [Cl:19][C:17]1[CH:16]=[CH:15][C:14]([O:20][CH:24]([CH2:27][CH3:28])[CH2:25][CH3:26])=[C:13]([CH:18]=1)[CH2:12][N:8]1[C:9]([CH3:11])=[CH:10][C:6]([CH2:5][CH2:4][C:3]([OH:2])=[O:21])=[N:7]1. Given the reactants C[O:2][C:3](=[O:21])[CH2:4][CH2:5][C:6]1[CH:10]=[C:9]([CH3:11])[N:8]([CH2:12][C:13]2[CH:18]=[C:17]([Cl:19])[CH:16]=[CH:15][C:14]=2[OH:20])[N:7]=1.ClC[CH:24]([CH2:27][CH3:28])[CH2:25][CH3:26].CCC(O)CC, predict the reaction product.